From a dataset of Forward reaction prediction with 1.9M reactions from USPTO patents (1976-2016). Predict the product of the given reaction. (1) Given the reactants Cl[C:2]1[C:11]2[C:6](=[CH:7][C:8]([O:12][CH3:13])=[CH:9][CH:10]=2)[CH:5]=[C:4]([NH:14][C:15]2[CH:19]=[CH:18][NH:17][N:16]=2)[N:3]=1.[F:20][C:21]1[CH:26]=[CH:25][C:24]([OH:27])=[CH:23][CH:22]=1, predict the reaction product. The product is: [F:20][C:21]1[CH:26]=[CH:25][C:24]([O:27][C:2]2[C:11]3[C:6](=[CH:7][C:8]([O:12][CH3:13])=[CH:9][CH:10]=3)[CH:5]=[C:4]([NH:14][C:15]3[CH:19]=[CH:18][NH:17][N:16]=3)[N:3]=2)=[CH:23][CH:22]=1. (2) The product is: [C:12]([O:15][C:16]([N:1]1[CH2:6][CH2:5][CH:4]([CH2:7][OH:8])[CH2:3][CH2:2]1)=[O:17])([CH3:14])([CH3:13])[CH3:11]. Given the reactants [NH:1]1[CH2:6][CH2:5][CH:4]([CH2:7][OH:8])[CH2:3][CH2:2]1.[OH-].[Na+].[CH3:11][C:12]([O:15][C:16](O[C:16]([O:15][C:12]([CH3:14])([CH3:13])[CH3:11])=[O:17])=[O:17])([CH3:14])[CH3:13], predict the reaction product. (3) Given the reactants [F:1][C:2]1[C:7]([NH:8][S:9]([C:12]2[CH:16]=[CH:15][O:14][CH:13]=2)(=[O:11])=[O:10])=[CH:6][CH:5]=[CH:4][C:3]=1[C:17]1[N:18]=[C:19]([CH:29]2[CH2:34][CH2:33][N:32](C(OC(C)(C)C)=O)[CH2:31][CH2:30]2)[S:20][C:21]=1[C:22]1[CH:27]=[CH:26][N:25]=[C:24]([CH3:28])[N:23]=1.C(O)(C(F)(F)F)=O, predict the reaction product. The product is: [F:1][C:2]1[C:3]([C:17]2[N:18]=[C:19]([CH:29]3[CH2:34][CH2:33][NH:32][CH2:31][CH2:30]3)[S:20][C:21]=2[C:22]2[CH:27]=[CH:26][N:25]=[C:24]([CH3:28])[N:23]=2)=[CH:4][CH:5]=[CH:6][C:7]=1[NH:8][S:9]([C:12]1[CH:16]=[CH:15][O:14][CH:13]=1)(=[O:10])=[O:11]. (4) Given the reactants [C:1]([O:5][C:6]([NH:8][C@@H:9]1[C:26](=[O:27])[N:25]2[C@@H:21]([CH2:22][C@@H:23]([O:28][C:29]3[C:38]4[C:33](=[CH:34][C:35]([O:39][CH3:40])=[CH:36][CH:37]=4)[N:32]=[C:31]([C:41]4[CH:46]=[CH:45][CH:44]=[CH:43][CH:42]=4)[CH:30]=3)[CH2:24]2)[C:20](=[O:47])[NH:19][C@@:18]2([C:48]([OH:50])=[O:49])[C@@H:16]([CH2:17]2)[CH:15]=[CH:14][CH2:13][CH2:12][CH2:11][CH2:10]1)=[O:7])([CH3:4])([CH3:3])[CH3:2].[N+](C([O-])=O)(C([O-])=O)=[N-].[K+].[K+].C(O)(C(F)(F)F)=O.[OH-].[Na+], predict the reaction product. The product is: [C:1]([O:5][C:6]([NH:8][C@@H:9]1[C:26](=[O:27])[N:25]2[C@@H:21]([CH2:22][C@@H:23]([O:28][C:29]3[C:38]4[C:33](=[CH:34][C:35]([O:39][CH3:40])=[CH:36][CH:37]=4)[N:32]=[C:31]([C:41]4[CH:46]=[CH:45][CH:44]=[CH:43][CH:42]=4)[CH:30]=3)[CH2:24]2)[C:20](=[O:47])[NH:19][C@@:18]2([C:48]([OH:50])=[O:49])[C@@H:16]([CH2:17]2)[CH2:15][CH2:14][CH2:13][CH2:12][CH2:11][CH2:10]1)=[O:7])([CH3:4])([CH3:2])[CH3:3]. (5) Given the reactants [CH3:1][C:2]1[S:6][C:5]([C:7]([OH:9])=O)=[CH:4][C:3]=1[C:10]1[N:14]([CH3:15])[N:13]=[CH:12][CH:11]=1.[NH2:16][C@@H:17]([CH2:30][C:31]1[CH:36]=[CH:35][CH:34]=[CH:33][C:32]=1[C:37]([F:40])([F:39])[F:38])[CH2:18][N:19]1[C:27](=[O:28])[C:26]2[C:21](=[CH:22][CH:23]=[CH:24][CH:25]=2)[C:20]1=[O:29].C1CN([P+](Br)(N2CCCC2)N2CCCC2)CC1.F[P-](F)(F)(F)(F)F.CCN(C(C)C)C(C)C, predict the reaction product. The product is: [O:28]=[C:27]1[C:26]2[C:21](=[CH:22][CH:23]=[CH:24][CH:25]=2)[C:20](=[O:29])[N:19]1[CH2:18][C@@H:17]([NH:16][C:7]([C:5]1[S:6][C:2]([CH3:1])=[C:3]([C:10]2[N:14]([CH3:15])[N:13]=[CH:12][CH:11]=2)[CH:4]=1)=[O:9])[CH2:30][C:31]1[CH:36]=[CH:35][CH:34]=[CH:33][C:32]=1[C:37]([F:39])([F:38])[F:40]. (6) Given the reactants CC[N:3]([CH:7]([CH3:9])[CH3:8])[CH:4]([CH3:6])[CH3:5].[C:10]1([C:16]2([C:23]3[CH:31]=[C:30]([O:32]CC4C=CC5C(=CC=CC=5)N=4)[CH:29]=[CH:28][C:24]=3[C:25](O)=[O:26])[CH2:21][CH:20]3[CH2:22][CH:17]2[CH2:18][CH2:19]3)[CH:15]=[CH:14][CH:13]=[CH:12][CH:11]=1.[C:44]([O:48][C:49]([CH3:52])([CH3:51])[CH3:50])(=[O:47])[NH:45][NH2:46].CN(C(ON1N=N[C:63]2[CH:64]=CC=N[C:62]1=2)=[N+](C)C)C.F[P-](F)(F)(F)(F)F.[C:77](=O)(O)[O-].[Na+], predict the reaction product. The product is: [C:49]([O:48][C:44]([NH:45][NH:46][C:25](=[O:26])[C:24]1[CH:28]=[CH:29][C:30]([O:32][CH2:9][C:7]2[CH:8]=[CH:77][C:5]3[C:4](=[CH:6][CH:62]=[CH:63][CH:64]=3)[N:3]=2)=[CH:31][C:23]=1[C:16]1([C:10]2[CH:15]=[CH:14][CH:13]=[CH:12][CH:11]=2)[CH2:21][CH:20]2[CH2:22][CH:17]1[CH2:18][CH2:19]2)=[O:47])([CH3:52])([CH3:51])[CH3:50]. (7) Given the reactants [Cl:1][C:2]1[CH:3]=[C:4]([C:12]2[N:16]=[C:15]([C:17]3[CH:18]=[C:19]([CH:22]=[CH:23][CH:24]=3)[C:20]#[N:21])[O:14][N:13]=2)[CH:5]=[CH:6][C:7]=1[O:8][CH:9]([CH3:11])[CH3:10].[N-:25]=[N+:26]=[N-:27].[Na+].C1COCC1.Cl, predict the reaction product. The product is: [N:21]1[NH:25][N:26]=[N:27][C:20]=1[C:19]1[CH:18]=[C:17]([C:15]2[O:14][N:13]=[C:12]([C:4]3[CH:5]=[CH:6][C:7]([O:8][CH:9]([CH3:11])[CH3:10])=[C:2]([Cl:1])[CH:3]=3)[N:16]=2)[CH:24]=[CH:23][CH:22]=1. (8) Given the reactants [Cl:1][C:2]1[CH:3]=[C:4](Br)[CH:5]=[CH:6][C:7]=1[Cl:8].C([Li])(C)(C)C.[Cl:15][C:16]1[N:21]=[CH:20][CH:19]=[CH:18][N:17]=1.C(C1C(=O)C(Cl)=C(Cl)C(=O)C=1C#N)#N, predict the reaction product. The product is: [Cl:1][C:2]1[CH:3]=[C:4]([C:18]2[CH:19]=[CH:20][N:21]=[C:16]([Cl:15])[N:17]=2)[CH:5]=[CH:6][C:7]=1[Cl:8]. (9) The product is: [O:1]=[C:2]1[N:6]([C:7]2[CH:8]=[CH:9][C:10]3[C:16](=[O:25])[CH2:15][CH2:14][CH2:13][CH2:12][C:11]=3[CH:17]=2)[CH2:5][CH:4]([CH2:18][NH:19][C:20](=[O:22])[CH3:21])[O:3]1. Given the reactants [O:1]=[C:2]1[N:6]([C:7]2[CH:8]=[CH:9][C:10]3[CH2:16][CH2:15][CH2:14][CH2:13][CH2:12][C:11]=3[CH:17]=2)[CH2:5][CH:4]([CH2:18][NH:19][C:20](=[O:22])[CH3:21])[O:3]1.C(O)(=[O:25])C, predict the reaction product. (10) Given the reactants [Cl:1][C:2]1[CH:3]=[C:4]([NH:17][C:18]2[C:27]3[C:22](=[CH:23][C:24]([O:31][CH3:32])=[C:25]([N+:28]([O-])=O)[CH:26]=3)[N:21]=[CH:20][N:19]=2)[CH:5]=[CH:6][C:7]=1[O:8][CH2:9][C:10]1[CH:15]=[CH:14][CH:13]=[C:12]([F:16])[CH:11]=1.C(O)(=O)C.C(O)C, predict the reaction product. The product is: [Cl:1][C:2]1[CH:3]=[C:4]([NH:17][C:18]2[C:27]3[C:22](=[CH:23][C:24]([O:31][CH3:32])=[C:25]([NH2:28])[CH:26]=3)[N:21]=[CH:20][N:19]=2)[CH:5]=[CH:6][C:7]=1[O:8][CH2:9][C:10]1[CH:15]=[CH:14][CH:13]=[C:12]([F:16])[CH:11]=1.